Dataset: Retrosynthesis with 50K atom-mapped reactions and 10 reaction types from USPTO. Task: Predict the reactants needed to synthesize the given product. The reactants are: [N-]=[N+]=NCC(CC1CCc2ccccc2C1)N1C(=O)c2ccccc2C1=O. Given the product [N-]=[N+]=NCC(N)CC1CCc2ccccc2C1, predict the reactants needed to synthesize it.